Dataset: NCI-60 drug combinations with 297,098 pairs across 59 cell lines. Task: Regression. Given two drug SMILES strings and cell line genomic features, predict the synergy score measuring deviation from expected non-interaction effect. (1) Drug 1: CS(=O)(=O)C1=CC(=C(C=C1)C(=O)NC2=CC(=C(C=C2)Cl)C3=CC=CC=N3)Cl. Drug 2: C1CCN(CC1)CCOC2=CC=C(C=C2)C(=O)C3=C(SC4=C3C=CC(=C4)O)C5=CC=C(C=C5)O. Cell line: ACHN. Synergy scores: CSS=0.352, Synergy_ZIP=5.25, Synergy_Bliss=5.24, Synergy_Loewe=4.04, Synergy_HSA=2.73. (2) Drug 1: CN(C)C1=NC(=NC(=N1)N(C)C)N(C)C. Drug 2: CC12CCC3C(C1CCC2OP(=O)(O)O)CCC4=C3C=CC(=C4)OC(=O)N(CCCl)CCCl.[Na+]. Cell line: HCT116. Synergy scores: CSS=-2.94, Synergy_ZIP=-4.15, Synergy_Bliss=-12.4, Synergy_Loewe=-17.1, Synergy_HSA=-12.9. (3) Drug 1: C1C(C(OC1N2C=C(C(=O)NC2=O)F)CO)O. Drug 2: CC1CCC2CC(C(=CC=CC=CC(CC(C(=O)C(C(C(=CC(C(=O)CC(OC(=O)C3CCCCN3C(=O)C(=O)C1(O2)O)C(C)CC4CCC(C(C4)OC)O)C)C)O)OC)C)C)C)OC. Cell line: HL-60(TB). Synergy scores: CSS=-0.0755, Synergy_ZIP=-2.25, Synergy_Bliss=-0.131, Synergy_Loewe=-17.7, Synergy_HSA=-9.63. (4) Drug 1: C1CN1C2=NC(=NC(=N2)N3CC3)N4CC4. Drug 2: CS(=O)(=O)OCCCCOS(=O)(=O)C. Cell line: HT29. Synergy scores: CSS=23.9, Synergy_ZIP=-11.2, Synergy_Bliss=-2.82, Synergy_Loewe=-18.5, Synergy_HSA=-3.43. (5) Drug 1: C1=C(C(=O)NC(=O)N1)F. Drug 2: CC1=C2C(C(=O)C3(C(CC4C(C3C(C(C2(C)C)(CC1OC(=O)C(C(C5=CC=CC=C5)NC(=O)C6=CC=CC=C6)O)O)OC(=O)C7=CC=CC=C7)(CO4)OC(=O)C)O)C)OC(=O)C. Cell line: HOP-62. Synergy scores: CSS=42.0, Synergy_ZIP=-14.1, Synergy_Bliss=-5.55, Synergy_Loewe=-3.21, Synergy_HSA=-2.67. (6) Drug 1: CCC1=CC2CC(C3=C(CN(C2)C1)C4=CC=CC=C4N3)(C5=C(C=C6C(=C5)C78CCN9C7C(C=CC9)(C(C(C8N6C)(C(=O)OC)O)OC(=O)C)CC)OC)C(=O)OC.C(C(C(=O)O)O)(C(=O)O)O. Drug 2: C1=CC(=CC=C1CC(C(=O)O)N)N(CCCl)CCCl.Cl. Cell line: UACC-257. Synergy scores: CSS=23.8, Synergy_ZIP=-2.31, Synergy_Bliss=6.98, Synergy_Loewe=-0.559, Synergy_HSA=4.14.